Dataset: Full USPTO retrosynthesis dataset with 1.9M reactions from patents (1976-2016). Task: Predict the reactants needed to synthesize the given product. (1) Given the product [F:1][C:2]([F:27])([C:3](=[O:4])[N:5]1[CH2:10][CH2:9][CH2:8][CH2:7][CH2:6]1)[C:11](=[N:34][S:32]([C:29]([CH3:31])([CH3:30])[CH3:28])=[O:33])[C:13]1[CH:18]=[CH:17][C:16]([O:19][CH2:20][CH2:21][CH2:22][C:23]([F:26])([F:25])[F:24])=[CH:15][CH:14]=1, predict the reactants needed to synthesize it. The reactants are: [F:1][C:2]([F:27])([C:11]([C:13]1[CH:18]=[CH:17][C:16]([O:19][CH2:20][CH2:21][CH2:22][C:23]([F:26])([F:25])[F:24])=[CH:15][CH:14]=1)=O)[C:3]([N:5]1[CH2:10][CH2:9][CH2:8][CH2:7][CH2:6]1)=[O:4].[CH3:28][C:29]([S:32]([NH2:34])=[O:33])([CH3:31])[CH3:30]. (2) Given the product [CH3:13][C:10]1([CH3:12])[CH2:9][CH2:8][C:7]([CH3:15])([CH3:14])[C:6]2[CH:5]=[C:4]([CH:16]=[O:17])[CH:3]=[C:2]([O:1][CH2:23][CH2:22][O:21][CH3:20])[C:11]1=2, predict the reactants needed to synthesize it. The reactants are: [OH:1][C:2]1[C:11]2[C:10]([CH3:13])([CH3:12])[CH2:9][CH2:8][C:7]([CH3:15])([CH3:14])[C:6]=2[CH:5]=[C:4]([CH:16]=[O:17])[CH:3]=1.[H-].[Na+].[CH3:20][O:21][CH2:22][CH2:23]Cl. (3) Given the product [C:46]12([CH2:12][NH:8][C:35]([C:34]3[C:30]([CH:29]([F:28])[F:45])=[N:31][N:32]([C:38]4[N:43]=[CH:42][C:41]([F:44])=[CH:40][N:39]=4)[CH:33]=3)=[O:37])[CH2:47][CH:48]3[CH2:49][CH:50]([CH2:51][CH:52]([CH2:54]3)[CH2:53]1)[CH2:55]2, predict the reactants needed to synthesize it. The reactants are: F[P-](F)(F)(F)(F)F.[N:8]1(O[P+](N(C)C)(N(C)C)N(C)C)[C:12]2C=CC=CC=2N=N1.[F:28][CH:29]([F:45])[C:30]1[C:34]([C:35]([OH:37])=O)=[CH:33][N:32]([C:38]2[N:43]=[CH:42][C:41]([F:44])=[CH:40][N:39]=2)[N:31]=1.[C:46]12(NC)[CH2:55][CH:50]3[CH2:51][CH:52]([CH2:54][CH:48]([CH2:49]3)[CH2:47]1)[CH2:53]2.CCN(C(C)C)C(C)C. (4) The reactants are: [NH2:1][CH2:2][CH:3]([C:5]1[CH:10]=[CH:9][C:8]([O:11][CH3:12])=[C:7]([O:13][CH3:14])[CH:6]=1)[OH:4].[CH:15]1([CH:18]=O)[CH2:17][CH2:16]1. Given the product [CH:15]1([CH2:18][NH:1][CH2:2][CH:3]([C:5]2[CH:10]=[CH:9][C:8]([O:11][CH3:12])=[C:7]([O:13][CH3:14])[CH:6]=2)[OH:4])[CH2:17][CH2:16]1, predict the reactants needed to synthesize it. (5) Given the product [ClH:21].[C:36]1([CH:7]([C:1]2[CH:2]=[CH:3][CH:4]=[CH:5][CH:6]=2)[CH2:8][N:9]([CH2:22][CH2:23][CH2:24][O:25][C:26]2[CH:31]=[CH:30][CH:29]=[C:28]([C:32]([OH:34])=[O:33])[CH:27]=2)[CH2:10][C:11]2[CH:16]=[CH:15][CH:14]=[C:13]([C:17]([F:18])([F:20])[F:19])[C:12]=2[Cl:21])[CH:41]=[CH:40][CH:39]=[CH:38][CH:37]=1, predict the reactants needed to synthesize it. The reactants are: [C:1]1([CH:7]([C:36]2[CH:41]=[CH:40][CH:39]=[CH:38][CH:37]=2)[CH2:8][N:9]([CH2:22][CH2:23][CH2:24][O:25][C:26]2[CH:31]=[CH:30][CH:29]=[C:28]([C:32]([O:34]C)=[O:33])[CH:27]=2)[CH2:10][C:11]2[CH:16]=[CH:15][CH:14]=[C:13]([C:17]([F:20])([F:19])[F:18])[C:12]=2[Cl:21])[CH:6]=[CH:5][CH:4]=[CH:3][CH:2]=1.[OH-].[Na+].Cl.